Dataset: Reaction yield outcomes from USPTO patents with 853,638 reactions. Task: Predict the reaction yield, written as a fraction of the theoretical maximum amount of product (1.0 means a 100% yield; for example, 0.34 means a 34% yield). (1) The reactants are [CH2:1]([O:8][C:9]1[C:10]([F:30])=[C:11]([CH:15]([C:23]2[C:28](Cl)=[N:27][CH:26]=[CH:25][N:24]=2)[NH:16][C:17]([CH:19]2[CH2:22][CH2:21][CH2:20]2)=O)[CH:12]=[CH:13][CH:14]=1)[C:2]1[CH:7]=[CH:6][CH:5]=[CH:4][CH:3]=1.C(OC1C(F)=C(C(N)C2C(Cl)=NC=C[N:47]=2)C=CC=1)C1C=CC=CC=1.C(N(C(C)C)CC)(C)C.C1(C(Cl)=O)CCC1. The catalyst is C(Cl)Cl. The product is [NH2:47][C:28]1[C:23]2[N:24]([C:17]([CH:19]3[CH2:22][CH2:21][CH2:20]3)=[N:16][C:15]=2[C:11]2[CH:12]=[CH:13][CH:14]=[C:9]([O:8][CH2:1][C:2]3[CH:7]=[CH:6][CH:5]=[CH:4][CH:3]=3)[C:10]=2[F:30])[CH:25]=[CH:26][N:27]=1. The yield is 0.670. (2) The reactants are [C:1]([O:5][C:6]([N:8]1[CH2:12][CH2:11][C:10](=[O:13])[CH2:9]1)=[O:7])([CH3:4])([CH3:3])[CH3:2].[Cl:14][C:15]1[CH:20]=[CH:19][C:18]([Mg]Br)=[CH:17][CH:16]=1. The catalyst is C1COCC1. The product is [C:1]([O:5][C:6]([N:8]1[CH2:12][CH2:11][C:10]([C:18]2[CH:19]=[CH:20][C:15]([Cl:14])=[CH:16][CH:17]=2)([OH:13])[CH2:9]1)=[O:7])([CH3:4])([CH3:2])[CH3:3]. The yield is 0.600. (3) The reactants are Br[Zn][CH2:3][C:4]([O:6][CH2:7][CH3:8])=[O:5].[Cl:9][C:10]1[C:11](=[O:18])[C:12]([Cl:17])=[CH:13][C:14](=[O:16])[CH:15]=1.Cl.C(OCC)(=O)C. The catalyst is C1COCC1. The product is [Cl:9][C:10]1[C:11](=[O:18])[C:12]([Cl:17])=[CH:13][C:14]([CH2:3][C:4]([O:6][CH2:7][CH3:8])=[O:5])([OH:16])[CH:15]=1. The yield is 0.740. (4) The reactants are [CH2:1]([O:3][C:4](=[O:17])[C@@H:5]([O:14][CH2:15][CH3:16])[CH2:6][C:7]1[CH:12]=[CH:11][C:10]([OH:13])=[CH:9][CH:8]=1)[CH3:2].[H-].[Na+]. The catalyst is C1(C)C=CC=CC=1. The product is [CH2:1]([O:3][C:4](=[O:17])[C@@H:5]([O:14][CH2:15][CH3:16])[CH2:6][C:7]1[CH:8]=[CH:9][C:10]([OH:13])=[CH:11][CH:12]=1)[C:2]1[CH:8]=[CH:7][CH:6]=[CH:5][CH:4]=1. The yield is 0.931. (5) The reactants are CO[C:3]1[CH:8]=[CH:7][CH:6]=[CH:5][C:4]=1[CH2:9][C:10]([OH:12])=O.C(N(C(C)C)C(C)C)C.F[B-](F)(F)F.N1(C(N(C)C)=[N+](C)C)C2C=CC=CC=2N=N1.N1(O)C2C=CC=CC=2N=N1.O[NH:54]/[C:55](=[N:73]\[H])/[CH2:56][C:57]([NH:59][C:60]1[CH:72]=[CH:71][CH:70]=[CH:69][C:61]=1[C:62]([O:64]C(C)(C)C)=[O:63])=[O:58]. The catalyst is CN(C=O)C. The product is [C:4]1([CH2:9][C:10]2[O:12][N:73]=[C:55]([CH2:56][C:57]([NH:59][C:60]3[CH:72]=[CH:71][CH:70]=[CH:69][C:61]=3[C:62]([OH:64])=[O:63])=[O:58])[N:54]=2)[CH:3]=[CH:8][CH:7]=[CH:6][CH:5]=1. The yield is 0.0900.